The task is: Predict the reaction yield, written as a fraction of the theoretical maximum amount of product (1.0 means a 100% yield; for example, 0.34 means a 34% yield).. This data is from Reaction yield outcomes from USPTO patents with 853,638 reactions. (1) The reactants are [CH2:1]([O:8][CH2:9][C@@H:10]1[CH2:15][NH:14][C:13](=O)[C@H:12]([CH3:17])[O:11]1)[C:2]1[CH:7]=[CH:6][CH:5]=[CH:4][CH:3]=1.[AlH4-].[OH-].[Na+].O=[Si]=O. The catalyst is C1COCC1.O. The product is [CH2:1]([O:8][CH2:9][C@H:10]1[O:11][C@@H:12]([CH3:17])[CH2:13][NH:14][CH2:15]1)[C:2]1[CH:3]=[CH:4][CH:5]=[CH:6][CH:7]=1. The yield is 0.462. (2) The reactants are [F:1][C:2]1[C:3]([C:13]2[CH:18]=[CH:17][CH:16]=[CH:15][C:14]=2[F:19])=[N:4][C:5]2[C:10]([C:11]=1I)=[CH:9][CH:8]=[CH:7][CH:6]=2.CC(C)([O-])C.[Na+].[NH2:26][C:27]1[CH:32]=[CH:31][N:30]=[CH:29][CH:28]=1. The catalyst is C1(C)C=CC=CC=1.O. The product is [F:1][C:2]1[C:3]([C:13]2[CH:18]=[CH:17][CH:16]=[CH:15][C:14]=2[F:19])=[N:4][C:5]2[C:10]([C:11]=1[NH:26][C:27]1[CH:32]=[CH:31][N:30]=[CH:29][CH:28]=1)=[CH:9][CH:8]=[CH:7][CH:6]=2. The yield is 0.650. (3) The reactants are Br[C:2]1[CH:7]=[CH:6][C:5]([Br:8])=[CH:4][N:3]=1.C([Li])CCC.CCCCCC.[CH3:20][C:21]([CH3:23])=[O:22]. The catalyst is C1(C)C=CC=CC=1. The product is [Br:8][C:5]1[CH:6]=[CH:7][C:2]([C:21]([OH:22])([CH3:23])[CH3:20])=[N:3][CH:4]=1. The yield is 0.480. (4) The reactants are Cl[C:2]1[CH:17]=[CH:16][C:5]([C:6]([O:8][CH2:9][C:10]2[CH:15]=[CH:14][CH:13]=[CH:12][CH:11]=2)=[O:7])=[CH:4][N:3]=1.[CH:18]1([NH2:21])[CH2:20][CH2:19]1.C([O-])([O-])=O.[K+].[K+]. The catalyst is CS(C)=O. The yield is 0.200. The product is [CH:18]1([NH:21][C:2]2[CH:17]=[CH:16][C:5]([C:6]([O:8][CH2:9][C:10]3[CH:15]=[CH:14][CH:13]=[CH:12][CH:11]=3)=[O:7])=[CH:4][N:3]=2)[CH2:20][CH2:19]1. (5) The reactants are Br[C:2]1[CH:7]=[CH:6][C:5]([O:8][C:9]2[CH:14]=[CH:13][C:12]([O:15][C:16]([F:19])([F:18])[F:17])=[CH:11][CH:10]=2)=[CH:4][CH:3]=1.C([Li])CCC.C([O:28][B:29](OC(C)C)[O:30]C(C)C)(C)C. The catalyst is C1COCC1. The product is [F:17][C:16]([F:19])([F:18])[O:15][C:12]1[CH:13]=[CH:14][C:9]([O:8][C:5]2[CH:6]=[CH:7][C:2]([B:29]([OH:30])[OH:28])=[CH:3][CH:4]=2)=[CH:10][CH:11]=1. The yield is 0.970.